Task: Predict the reactants needed to synthesize the given product.. Dataset: Full USPTO retrosynthesis dataset with 1.9M reactions from patents (1976-2016) (1) Given the product [CH2:40]([O:31][C:26]1[CH:27]=[CH:28][CH:29]=[CH:30][C:25]=1[C:18]1[C:15]([C:16]#[N:17])=[C:14]([N:11]2[CH2:12][CH2:13][N:8]([C:6]([C:3]3[CH:4]=[CH:5][O:1][CH:2]=3)=[O:7])[C@H:9]([CH3:32])[CH2:10]2)[N:21]=[C:20]([CH:22]([CH3:24])[CH3:23])[CH:19]=1)[CH3:41], predict the reactants needed to synthesize it. The reactants are: [O:1]1[CH:5]=[CH:4][C:3]([C:6]([N:8]2[CH2:13][CH2:12][N:11]([C:14]3[N:21]=[C:20]([CH:22]([CH3:24])[CH3:23])[CH:19]=[C:18]([C:25]4[CH:30]=[CH:29][CH:28]=[CH:27][C:26]=4[OH:31])[C:15]=3[C:16]#[N:17])[CH2:10][C@H:9]2[CH3:32])=[O:7])=[CH:2]1.[H-].[Na+].CN(C=O)C.[CH2:40](Br)[CH3:41]. (2) Given the product [CH2:1]([N:7]1[CH2:12][CH:11]2[CH:9]([C:10]2([C:14]2[CH:15]=[C:16]([NH:20][S:30]([CH2:27][CH2:28][CH3:29])(=[O:32])=[O:31])[CH:17]=[CH:18][CH:19]=2)[CH3:13])[CH2:8]1)[CH2:2][CH2:3][CH2:4][CH2:5][CH3:6], predict the reactants needed to synthesize it. The reactants are: [CH2:1]([N:7]1[CH2:12][CH:11]2[CH:9]([C:10]2([C:14]2[CH:15]=[C:16]([NH2:20])[CH:17]=[CH:18][CH:19]=2)[CH3:13])[CH2:8]1)[CH2:2][CH2:3][CH2:4][CH2:5][CH3:6].N1C=CC=CC=1.[CH2:27]([S:30](Cl)(=[O:32])=[O:31])[CH2:28][CH3:29]. (3) Given the product [CH3:1][O:2][C:3](=[O:24])[C@@H:4]1[CH2:8][CH:7]([S:9][C:10]2[CH:15]=[CH:14][C:13]([C:41]3[CH:42]=[CH:43][C:38]([C:28]4[C:29]5[O:30][C:31]6[CH:37]=[CH:36][CH:35]=[CH:34][C:32]=6[C:33]=5[CH:25]=[CH:26][CH:27]=4)=[CH:39][CH:40]=3)=[CH:12][CH:11]=2)[CH2:6][N:5]1[C:17]([O:19][C:20]([CH3:23])([CH3:22])[CH3:21])=[O:18], predict the reactants needed to synthesize it. The reactants are: [CH3:1][O:2][C:3](=[O:24])[C@@H:4]1[CH2:8][CH:7]([S:9][C:10]2[CH:15]=[CH:14][C:13](Br)=[CH:12][CH:11]=2)[CH2:6][N:5]1[C:17]([O:19][C:20]([CH3:23])([CH3:22])[CH3:21])=[O:18].[CH:25]1[C:33]2[C:32]3[CH:34]=[CH:35][CH:36]=[CH:37][C:31]=3[O:30][C:29]=2[C:28]([C:38]2[CH:43]=[CH:42][C:41](B(O)O)=[CH:40][CH:39]=2)=[CH:27][CH:26]=1.C([O-])([O-])=O.[K+].[K+]. (4) Given the product [Br:1][C:2]1[C:3]([Cl:11])=[N:4][CH:5]=[C:6]([CH:10]=1)[C:7]([NH:23][C:22]1[CH:21]=[CH:20][C:19]([O:18][C:13]([F:12])([F:26])[C:14]([F:15])([F:16])[F:17])=[CH:25][CH:24]=1)=[O:9], predict the reactants needed to synthesize it. The reactants are: [Br:1][C:2]1[C:3]([Cl:11])=[N:4][CH:5]=[C:6]([CH:10]=1)[C:7]([OH:9])=O.[F:12][C:13]([F:26])([O:18][C:19]1[CH:25]=[CH:24][C:22]([NH2:23])=[CH:21][CH:20]=1)[C:14]([F:17])([F:16])[F:15]. (5) Given the product [ClH:27].[CH3:17][N:18]1[CH:22]2[CH2:21][CH2:20][CH:19]1[CH:26]=[C:24]([C:7]1[CH:16]=[CH:15][C:14]3[C:9](=[CH:10][CH:11]=[CH:12][CH:13]=3)[CH:8]=1)[CH2:23]2, predict the reactants needed to synthesize it. The reactants are: C([Li])CCC.Br[C:7]1[CH:16]=[CH:15][C:14]2[C:9](=[CH:10][CH:11]=[CH:12][CH:13]=2)[CH:8]=1.[CH3:17][N:18]1[CH:22]2[CH2:23][C:24]([CH2:26][CH:19]1[CH2:20][CH2:21]2)=O.[ClH:27]. (6) Given the product [ClH:28].[S:3]1[CH:7]=[CH:6][C:5]2[CH:8]=[C:9]([N:12]3[C@H:21]4[C@H:16]([CH2:17][CH2:18][CH2:19][CH2:20]4)[N:15]([CH3:24])[C:14]([CH3:23])([CH3:22])[CH2:13]3)[CH:10]=[CH:11][C:4]1=2, predict the reactants needed to synthesize it. The reactants are: C=O.[S:3]1[CH:7]=[CH:6][C:5]2[CH:8]=[C:9]([N:12]3[C@@H:21]4[C@@H:16]([CH2:17][CH2:18][CH2:19][CH2:20]4)[NH:15][C:14]([CH3:23])([CH3:22])[CH2:13]3)[CH:10]=[CH:11][C:4]1=2.[C:24]([BH3-])#N.[Na+].[ClH:28].C(OCC)(=O)C.